From a dataset of Full USPTO retrosynthesis dataset with 1.9M reactions from patents (1976-2016). Predict the reactants needed to synthesize the given product. (1) Given the product [Cl:42][C:37]1[CH:36]=[CH:35][C:34]([CH2:33][S:25][C:16]2[N:17]([C:18]3[CH:19]=[CH:20][C:21]([F:24])=[CH:22][CH:23]=3)[C:13]([C:10]([C:4]3[CH:5]=[CH:6][C:7]([O:8][CH3:9])=[C:2]([Cl:1])[CH:3]=3)([CH3:12])[CH3:11])=[CH:14][N:15]=2)=[CH:41][C:38]=1[C:39]#[N:40], predict the reactants needed to synthesize it. The reactants are: [Cl:1][C:2]1[CH:3]=[C:4]([C:10]([C:13]2[N:17]([C:18]3[CH:23]=[CH:22][C:21]([F:24])=[CH:20][CH:19]=3)[C:16](=[S:25])[NH:15][CH:14]=2)([CH3:12])[CH3:11])[CH:5]=[CH:6][C:7]=1[O:8][CH3:9].C([O-])([O-])=O.[K+].[K+].Br[CH2:33][C:34]1[CH:35]=[CH:36][C:37]([Cl:42])=[C:38]([CH:41]=1)[C:39]#[N:40]. (2) Given the product [CH2:15]([S:21][CH:2]([CH3:1])[CH2:3][C:4]([C@@H:6]1[C:11]([CH3:12])([CH3:13])[CH2:10][CH:9]=[CH:8][C@H:7]1[CH3:14])=[O:5])[CH2:16][CH2:17][CH2:18][CH2:19][CH3:20], predict the reactants needed to synthesize it. The reactants are: [CH3:1]/[CH:2]=[CH:3]/[C:4]([CH:6]1[C:11]([CH3:13])([CH3:12])[CH2:10][CH:9]=[CH:8][CH:7]1[CH3:14])=[O:5].[CH2:15]([SH:21])[CH2:16][CH2:17][CH2:18][CH2:19][CH3:20]. (3) Given the product [CH3:28][N:14]([C:11]1[N:10]=[CH:9][C:8]2[CH2:7][CH2:6][C:5]3[N:24]=[C:2]([CH3:1])[S:3][C:4]=3[C:13]=2[N:12]=1)[C:15]1[CH:20]=[CH:19][CH:18]=[C:17]([N+:21]([O-:23])=[O:22])[CH:16]=1, predict the reactants needed to synthesize it. The reactants are: [CH3:1][C:2]1[S:3][C:4]2[C:13]3[N:12]=[C:11]([NH:14][C:15]4[CH:20]=[CH:19][CH:18]=[C:17]([N+:21]([O-:23])=[O:22])[CH:16]=4)[N:10]=[CH:9][C:8]=3[CH2:7][CH2:6][C:5]=2[N:24]=1.[H-].[Na+].I[CH3:28]. (4) Given the product [F:41][C:36]1[CH:35]=[C:34]([CH:39]=[CH:38][C:37]=1[F:40])[C:33]([NH:32][C:29]1[CH:28]=[CH:27][C:26]([NH:25][C:2]2[CH:11]=[CH:10][N:9]=[C:8]3[C:3]=2[C:4]2[CH:16]=[C:15]([C:17]([NH:19][CH2:20][CH2:21][N:22]([CH3:24])[CH3:23])=[O:18])[CH:14]=[CH:13][C:5]=2[C:6](=[O:12])[NH:7]3)=[CH:31][CH:30]=1)=[O:42], predict the reactants needed to synthesize it. The reactants are: Cl[C:2]1[CH:11]=[CH:10][N:9]=[C:8]2[C:3]=1[C:4]1[CH:16]=[C:15]([C:17]([NH:19][CH2:20][CH2:21][N:22]([CH3:24])[CH3:23])=[O:18])[CH:14]=[CH:13][C:5]=1[C:6](=[O:12])[NH:7]2.[NH2:25][C:26]1[CH:31]=[CH:30][C:29]([NH:32][C:33](=[O:42])[C:34]2[CH:39]=[CH:38][C:37]([F:40])=[C:36]([F:41])[CH:35]=2)=[CH:28][CH:27]=1. (5) Given the product [F:1][C:2]1[CH:12]=[CH:11][CH:10]=[C:9]([F:13])[C:3]=1[C:4]([OH:5])([CH:20]([C:14]1[CH:19]=[CH:18][CH:17]=[CH:16][CH:15]=1)[C:21](=[O:23])[CH3:22])[C:6]([OH:8])=[O:7], predict the reactants needed to synthesize it. The reactants are: [F:1][C:2]1[CH:12]=[CH:11][CH:10]=[C:9]([F:13])[C:3]=1[C:4]([C:6]([OH:8])=[O:7])=[O:5].[C:14]1([CH2:20][C:21](=[O:23])[CH3:22])[CH:19]=[CH:18][CH:17]=[CH:16][CH:15]=1. (6) Given the product [CH3:1][O:2][C:3]1[CH:4]=[C:5]([C:11]2[CH2:12][C:13]([CH3:26])([CH3:25])[C:14](=[O:24])[N:15]([C:17]3[CH:18]=[CH:19][C:20]([O:23][CH2:28][C:29]([NH2:31])=[O:30])=[CH:21][CH:22]=3)[N:16]=2)[CH:6]=[CH:7][C:8]=1[O:9][CH3:10], predict the reactants needed to synthesize it. The reactants are: [CH3:1][O:2][C:3]1[CH:4]=[C:5]([C:11]2[CH2:12][C:13]([CH3:26])([CH3:25])[C:14](=[O:24])[N:15]([C:17]3[CH:22]=[CH:21][C:20]([OH:23])=[CH:19][CH:18]=3)[N:16]=2)[CH:6]=[CH:7][C:8]=1[O:9][CH3:10].Cl[CH2:28][C:29]([NH2:31])=[O:30].C(=O)([O-])[O-].[K+].[K+]. (7) Given the product [F:1][C:2]1[C:10]2[N:9](/[CH:11]=[C:12](/[C:15]3[CH:20]=[CH:19][N:18]=[CH:17][CH:16]=3)\[CH3:13])[C:8]3[CH2:21][CH2:22][N:23]([CH3:25])[CH2:24][C:7]=3[C:6]=2[CH:5]=[CH:4][CH:3]=1, predict the reactants needed to synthesize it. The reactants are: [F:1][C:2]1[C:10]2[N:9]([CH2:11][C:12]([C:15]3[CH:20]=[CH:19][N:18]=[CH:17][CH:16]=3)(O)[CH3:13])[C:8]3[CH2:21][CH2:22][N:23]([CH3:25])[CH2:24][C:7]=3[C:6]=2[CH:5]=[CH:4][CH:3]=1.[OH-].[K+]. (8) Given the product [Br:1][C:2]1[CH:3]=[C:4]2[C:10]([I:11])=[N:9][N:8]([CH2:24][O:25][C:26](=[O:31])[C:27]([CH3:30])([CH3:29])[CH3:28])[C:5]2=[N:6][CH:7]=1, predict the reactants needed to synthesize it. The reactants are: [Br:1][C:2]1[CH:3]=[C:4]2[C:10]([I:11])=[N:9][NH:8][C:5]2=[N:6][CH:7]=1.[H-].[Na+].ClCCC(C)(C)C(O)=O.Cl[CH2:24][O:25][C:26](=[O:31])[C:27]([CH3:30])([CH3:29])[CH3:28].